This data is from Full USPTO retrosynthesis dataset with 1.9M reactions from patents (1976-2016). The task is: Predict the reactants needed to synthesize the given product. The reactants are: Br[C:2]1[CH:11]=[CH:10][CH:9]=[C:8]([Cl:12])[C:3]=1[C:4]([O:6][CH3:7])=[O:5].[CH:13]1(B(O)O)[CH2:15][CH2:14]1.P(C1CCCCC1)(C1CCCCC1)C1CCCCC1.[O-]P([O-])([O-])=O.[K+].[K+].[K+]. Given the product [Cl:12][C:8]1[CH:9]=[CH:10][CH:11]=[C:2]([CH:13]2[CH2:15][CH2:14]2)[C:3]=1[C:4]([O:6][CH3:7])=[O:5], predict the reactants needed to synthesize it.